The task is: Regression. Given two drug SMILES strings and cell line genomic features, predict the synergy score measuring deviation from expected non-interaction effect.. This data is from NCI-60 drug combinations with 297,098 pairs across 59 cell lines. (1) Drug 1: CS(=O)(=O)C1=CC(=C(C=C1)C(=O)NC2=CC(=C(C=C2)Cl)C3=CC=CC=N3)Cl. Drug 2: C1=CC(=CC=C1CCC2=CNC3=C2C(=O)NC(=N3)N)C(=O)NC(CCC(=O)O)C(=O)O. Cell line: COLO 205. Synergy scores: CSS=35.6, Synergy_ZIP=1.97, Synergy_Bliss=0.275, Synergy_Loewe=-24.1, Synergy_HSA=-3.40. (2) Drug 1: CCC1=C2CN3C(=CC4=C(C3=O)COC(=O)C4(CC)O)C2=NC5=C1C=C(C=C5)O. Drug 2: B(C(CC(C)C)NC(=O)C(CC1=CC=CC=C1)NC(=O)C2=NC=CN=C2)(O)O. Cell line: HCT-15. Synergy scores: CSS=48.4, Synergy_ZIP=-1.31, Synergy_Bliss=-0.337, Synergy_Loewe=-9.39, Synergy_HSA=-2.12. (3) Drug 1: CC1C(C(CC(O1)OC2CC(CC3=C2C(=C4C(=C3O)C(=O)C5=C(C4=O)C(=CC=C5)OC)O)(C(=O)CO)O)N)O.Cl. Drug 2: C1=CC(=CC=C1CC(C(=O)O)N)N(CCCl)CCCl.Cl. Cell line: MDA-MB-435. Synergy scores: CSS=6.37, Synergy_ZIP=-2.79, Synergy_Bliss=-2.95, Synergy_Loewe=-2.31, Synergy_HSA=-1.84. (4) Drug 1: CS(=O)(=O)C1=CC(=C(C=C1)C(=O)NC2=CC(=C(C=C2)Cl)C3=CC=CC=N3)Cl. Drug 2: CN(CCCl)CCCl.Cl. Cell line: NCI-H460. Synergy scores: CSS=5.26, Synergy_ZIP=-3.64, Synergy_Bliss=-5.13, Synergy_Loewe=-16.8, Synergy_HSA=-9.45. (5) Drug 1: CC1=CC=C(C=C1)C2=CC(=NN2C3=CC=C(C=C3)S(=O)(=O)N)C(F)(F)F. Drug 2: CC1=C(C=C(C=C1)NC(=O)C2=CC=C(C=C2)CN3CCN(CC3)C)NC4=NC=CC(=N4)C5=CN=CC=C5. Cell line: RXF 393. Synergy scores: CSS=4.83, Synergy_ZIP=-2.96, Synergy_Bliss=-2.11, Synergy_Loewe=-0.00211, Synergy_HSA=0.232. (6) Drug 1: C1=NC2=C(N1)C(=S)N=C(N2)N. Drug 2: C1=CN(C=N1)CC(O)(P(=O)(O)O)P(=O)(O)O. Cell line: K-562. Synergy scores: CSS=43.9, Synergy_ZIP=0.799, Synergy_Bliss=-2.34, Synergy_Loewe=-9.50, Synergy_HSA=-2.22. (7) Drug 1: C1CN1C2=NC(=NC(=N2)N3CC3)N4CC4. Drug 2: B(C(CC(C)C)NC(=O)C(CC1=CC=CC=C1)NC(=O)C2=NC=CN=C2)(O)O. Cell line: SK-MEL-5. Synergy scores: CSS=61.7, Synergy_ZIP=-2.92, Synergy_Bliss=-3.99, Synergy_Loewe=-3.45, Synergy_HSA=-0.116. (8) Drug 1: CC(CN1CC(=O)NC(=O)C1)N2CC(=O)NC(=O)C2. Drug 2: CCC1(CC2CC(C3=C(CCN(C2)C1)C4=CC=CC=C4N3)(C5=C(C=C6C(=C5)C78CCN9C7C(C=CC9)(C(C(C8N6C)(C(=O)OC)O)OC(=O)C)CC)OC)C(=O)OC)O.OS(=O)(=O)O. Cell line: MALME-3M. Synergy scores: CSS=39.6, Synergy_ZIP=-4.11, Synergy_Bliss=2.13, Synergy_Loewe=-22.2, Synergy_HSA=2.75. (9) Drug 1: CS(=O)(=O)CCNCC1=CC=C(O1)C2=CC3=C(C=C2)N=CN=C3NC4=CC(=C(C=C4)OCC5=CC(=CC=C5)F)Cl. Synergy scores: CSS=42.5, Synergy_ZIP=3.15, Synergy_Bliss=5.20, Synergy_Loewe=-14.7, Synergy_HSA=5.73. Drug 2: CC1C(C(CC(O1)OC2CC(CC3=C2C(=C4C(=C3O)C(=O)C5=CC=CC=C5C4=O)O)(C(=O)C)O)N)O. Cell line: SF-268. (10) Drug 1: C1CCC(C1)C(CC#N)N2C=C(C=N2)C3=C4C=CNC4=NC=N3. Drug 2: CC1=C(C=C(C=C1)NC2=NC=CC(=N2)N(C)C3=CC4=NN(C(=C4C=C3)C)C)S(=O)(=O)N.Cl. Cell line: HOP-92. Synergy scores: CSS=9.41, Synergy_ZIP=-2.33, Synergy_Bliss=2.25, Synergy_Loewe=2.62, Synergy_HSA=2.46.